From a dataset of Forward reaction prediction with 1.9M reactions from USPTO patents (1976-2016). Predict the product of the given reaction. Given the reactants [NH2:1][CH:2]([C:6]1[N:7]([CH2:17][C:18]2[CH:23]=[CH:22][CH:21]=[CH:20][CH:19]=2)[C:8](=[O:16])[C:9]2[C:14]([CH3:15])=[N:13][S:12][C:10]=2[N:11]=1)[CH:3]([CH3:5])[CH3:4].Br[CH2:25][CH2:26][CH:27]1[O:31][CH2:30][CH2:29][O:28]1, predict the reaction product. The product is: [CH2:17]([N:7]1[C:8](=[O:16])[C:9]2[C:14]([CH3:15])=[N:13][S:12][C:10]=2[N:11]=[C:6]1[CH:2]([NH:1][CH2:25][CH2:26][CH:27]1[O:31][CH2:30][CH2:29][O:28]1)[CH:3]([CH3:5])[CH3:4])[C:18]1[CH:19]=[CH:20][CH:21]=[CH:22][CH:23]=1.